This data is from NCI-60 drug combinations with 297,098 pairs across 59 cell lines. The task is: Regression. Given two drug SMILES strings and cell line genomic features, predict the synergy score measuring deviation from expected non-interaction effect. Drug 1: CN1CCC(CC1)COC2=C(C=C3C(=C2)N=CN=C3NC4=C(C=C(C=C4)Br)F)OC. Drug 2: COC1=C(C=C2C(=C1)N=CN=C2NC3=CC(=C(C=C3)F)Cl)OCCCN4CCOCC4. Cell line: A498. Synergy scores: CSS=35.7, Synergy_ZIP=-3.99, Synergy_Bliss=1.02, Synergy_Loewe=6.35, Synergy_HSA=7.11.